This data is from Full USPTO retrosynthesis dataset with 1.9M reactions from patents (1976-2016). The task is: Predict the reactants needed to synthesize the given product. (1) Given the product [C:24]1([N:30]([C:34]2[CH:39]=[CH:38][CH:37]=[CH:36][CH:35]=2)[C:31]([N:3]2[CH2:8][CH2:7][CH:6]([CH2:9][CH2:10][CH2:11][CH2:12][NH:13][C:14](=[O:23])[CH:15]=[CH:16][C:17]3[CH:18]=[N:19][CH:20]=[CH:21][CH:22]=3)[CH2:5][CH2:4]2)=[O:32])[CH:25]=[CH:26][CH:27]=[CH:28][CH:29]=1, predict the reactants needed to synthesize it. The reactants are: Cl.Cl.[NH:3]1[CH2:8][CH2:7][CH:6]([CH2:9][CH2:10][CH2:11][CH2:12][NH:13][C:14](=[O:23])[CH:15]=[CH:16][C:17]2[CH:18]=[N:19][CH:20]=[CH:21][CH:22]=2)[CH2:5][CH2:4]1.[C:24]1([N:30]([C:34]2[CH:39]=[CH:38][CH:37]=[CH:36][CH:35]=2)[C:31](Cl)=[O:32])[CH:29]=[CH:28][CH:27]=[CH:26][CH:25]=1. (2) Given the product [Br:1][C:2]1[CH:7]=[C:6]([F:8])[CH:5]=[C:4]([N+:10]([O-:12])=[O:11])[C:3]=1[OH:9], predict the reactants needed to synthesize it. The reactants are: [Br:1][C:2]1[CH:7]=[C:6]([F:8])[CH:5]=[CH:4][C:3]=1[OH:9].[N+:10]([O-])([O-:12])=[O:11].[Na+]. (3) Given the product [N+:1]([C:4]1[C:13]([NH2:14])=[CH:12][C:7]2[O:8][CH2:9][CH2:10][O:11][C:6]=2[CH:5]=1)([O-:3])=[O:2], predict the reactants needed to synthesize it. The reactants are: [N+:1]([C:4]1[C:13]([N+:14]([O-])=O)=[CH:12][C:7]2[O:8][CH2:9][CH2:10][O:11][C:6]=2[CH:5]=1)([O-:3])=[O:2]. (4) Given the product [Br:1][C:2]1[C:11]2[C:6](=[CH:7][CH:8]=[CH:9][CH:10]=2)[CH:5]=[C:4]([CH3:13])[CH:3]=1, predict the reactants needed to synthesize it. The reactants are: [Br:1][C:2]1[C:11]2[C:6](=[CH:7][CH:8]=[CH:9][CH:10]=2)[C:5](N)=[C:4]([CH3:13])[CH:3]=1.Cl.N([O-])=O.[Na+].C([BH3-])#N.[Na+]. (5) Given the product [CH3:29][O:28][C:25]1[CH:26]=[C:27]2[C:22](=[CH:23][C:24]=1[O:30][CH3:31])[N:21]=[CH:20][CH:19]=[C:18]2[O:1][C:2]1[CH:3]=[CH:4][C:5]([C:8]([C:10]2[CH:15]=[CH:14][CH:13]=[C:12]([CH3:16])[CH:11]=2)=[O:9])=[CH:6][CH:7]=1, predict the reactants needed to synthesize it. The reactants are: [OH:1][C:2]1[CH:7]=[CH:6][C:5]([C:8]([C:10]2[CH:15]=[CH:14][CH:13]=[C:12]([CH3:16])[CH:11]=2)=[O:9])=[CH:4][CH:3]=1.Cl[C:18]1[C:27]2[C:22](=[CH:23][C:24]([O:30][CH3:31])=[C:25]([O:28][CH3:29])[CH:26]=2)[N:21]=[CH:20][CH:19]=1.C(=O)([O-])O.[Na+]. (6) Given the product [N:40]([CH2:31][CH2:30][N:26]1[CH2:27][CH2:28][CH2:29][C@@H:24]([CH2:23][N:20]2[CH2:21][CH2:22][N:17]([C:15]([NH:14][C:9]3[CH:10]=[CH:11][C:12]([Cl:13])=[C:7]([Cl:6])[CH:8]=3)=[O:16])[CH2:18][CH2:19]2)[CH2:25]1)=[N+:41]=[N-:42], predict the reactants needed to synthesize it. The reactants are: CS(Cl)(=O)=O.[Cl:6][C:7]1[CH:8]=[C:9]([NH:14][C:15]([N:17]2[CH2:22][CH2:21][N:20]([CH2:23][C@@H:24]3[CH2:29][CH2:28][CH2:27][N:26]([CH2:30][CH2:31]O)[CH2:25]3)[CH2:19][CH2:18]2)=[O:16])[CH:10]=[CH:11][C:12]=1[Cl:13].C(N(CC)CC)C.[N-:40]=[N+:41]=[N-:42].[Na+]. (7) The reactants are: [CH3:1][O:2][C:3]1[N:10]=[C:9]([CH3:11])[CH:8]=[C:7]([CH3:12])[C:4]=1[C:5]#[N:6].[Li+].C[Si]([N-][Si](C)(C)C)(C)C.Br[CH2:24][CH2:25][CH:26]=[CH2:27]. Given the product [CH3:1][O:2][C:3]1[N:10]=[C:9]([CH3:11])[CH:8]=[C:7]([CH2:12][CH2:27][CH2:26][CH:25]=[CH2:24])[C:4]=1[C:5]#[N:6], predict the reactants needed to synthesize it. (8) The reactants are: [H-].[Na+].[CH2:3]([OH:8])[CH2:4][CH2:5][CH2:6][OH:7].Cl[C:10]1[C:14]([C:15]2[CH:20]=[CH:19][C:18]([Cl:21])=[C:17]([Cl:22])[CH:16]=2)=[N:13][S:12][N:11]=1.C(=O)(O)[O-].[Na+]. Given the product [Cl:22][C:17]1[CH:16]=[C:15]([C:14]2[C:10]([O:7][CH2:6][CH2:5][CH2:4][CH2:3][OH:8])=[N:11][S:12][N:13]=2)[CH:20]=[CH:19][C:18]=1[Cl:21], predict the reactants needed to synthesize it. (9) Given the product [OH:8][C:9]1[CH:19]=[C:18]([OH:20])[CH:17]=[CH:16][C:10]=1[C:11](=[NH:15])[O:12][CH2:13][CH3:14], predict the reactants needed to synthesize it. The reactants are: C([O:8][C:9]1[CH:19]=[C:18]([O:20]CC2C=CC=CC=2)[CH:17]=[CH:16][C:10]=1[C:11](=[NH:15])[O:12][CH2:13][CH3:14])C1C=CC=CC=1.[H][H].